From a dataset of Full USPTO retrosynthesis dataset with 1.9M reactions from patents (1976-2016). Predict the reactants needed to synthesize the given product. Given the product [Si:1]([O:18][CH:19]1[CH2:20][N:21]([C:23]2[S:24][CH:25]=[C:26]([C:28]([N:37]3[CH2:38][CH:35]([O:34][CH3:33])[CH2:36]3)=[O:29])[N:27]=2)[CH2:22]1)([C:14]([CH3:15])([CH3:17])[CH3:16])([C:8]1[CH:9]=[CH:10][CH:11]=[CH:12][CH:13]=1)[C:2]1[CH:3]=[CH:4][CH:5]=[CH:6][CH:7]=1, predict the reactants needed to synthesize it. The reactants are: [Si:1]([O:18][CH:19]1[CH2:22][N:21]([C:23]2[S:24][CH:25]=[C:26]([C:28](OCC)=[O:29])[N:27]=2)[CH2:20]1)([C:14]([CH3:17])([CH3:16])[CH3:15])([C:8]1[CH:13]=[CH:12][CH:11]=[CH:10][CH:9]=1)[C:2]1[CH:7]=[CH:6][CH:5]=[CH:4][CH:3]=1.[CH3:33][O:34][CH:35]1[CH2:38][NH:37][CH2:36]1.C[Al](C)C.C(O)(=O)C.C(OCC)(=O)C.